This data is from Forward reaction prediction with 1.9M reactions from USPTO patents (1976-2016). The task is: Predict the product of the given reaction. The product is: [Br:1][C:2]1[CH:7]=[CH:6][N:5]=[C:4]([NH:8][C:18](=[O:19])[CH:17]([CH3:21])[CH3:16])[CH:3]=1. Given the reactants [Br:1][C:2]1[CH:7]=[CH:6][N:5]=[C:4]([NH2:8])[CH:3]=1.C(N(CC)CC)C.[CH3:16][CH:17]([CH3:21])[C:18](Cl)=[O:19], predict the reaction product.